From a dataset of Full USPTO retrosynthesis dataset with 1.9M reactions from patents (1976-2016). Predict the reactants needed to synthesize the given product. (1) The reactants are: [N:1]([CH2:4][CH2:5][S:6][C:7]1[N:8]=[CH:9][N:10]2[CH:14]=[CH:13][S:12][C:11]=12)=[N+]=[N-].C1C[O:18][CH2:17]C1.Cl.[H][H]. Given the product [CH:17]([NH:1][CH2:4][CH2:5][S:6][C:7]1[N:8]=[CH:9][N:10]2[CH:14]=[CH:13][S:12][C:11]=12)=[O:18], predict the reactants needed to synthesize it. (2) Given the product [Br:1][C:2]1[C:3]([CH3:9])=[C:4]([N:5]2[C:12](=[O:20])[CH2:13][C:14]3[C:19](=[CH:18][CH:17]=[CH:16][CH:15]=3)[C:10]2=[O:11])[CH:6]=[CH:7][CH:8]=1, predict the reactants needed to synthesize it. The reactants are: [Br:1][C:2]1[C:3]([CH3:9])=[C:4]([CH:6]=[CH:7][CH:8]=1)[NH2:5].[C:10]1(=O)[C:19]2[C:14](=[CH:15][CH:16]=[CH:17][CH:18]=2)[CH2:13][C:12](=[O:20])[O:11]1. (3) Given the product [Br:34][C:35]1[CH:36]=[CH:37][C:38]([CH:39]([NH:40][C:41]2[CH:46]=[CH:45][C:44]([F:47])=[CH:43][CH:42]=2)[CH:12]([CH2:11][CH2:10][CH:9]([O:8][Si:1]([C:4]([CH3:7])([CH3:5])[CH3:6])([CH3:3])[CH3:2])[C:27]2[CH:32]=[CH:31][C:30]([F:33])=[CH:29][CH:28]=2)[C:13]([N:15]2[CH:19]([C:20]3[CH:25]=[CH:24][CH:23]=[CH:22][CH:21]=3)[CH2:18][O:17][C:16]2=[O:26])=[O:14])=[CH:48][CH:49]=1, predict the reactants needed to synthesize it. The reactants are: [Si:1]([O:8][CH:9]([C:27]1[CH:32]=[CH:31][C:30]([F:33])=[CH:29][CH:28]=1)[CH2:10][CH2:11][CH2:12][C:13]([N:15]1[CH:19]([C:20]2[CH:25]=[CH:24][CH:23]=[CH:22][CH:21]=2)[CH2:18][O:17][C:16]1=[O:26])=[O:14])([C:4]([CH3:7])([CH3:6])[CH3:5])([CH3:3])[CH3:2].[Br:34][C:35]1[CH:49]=[CH:48][C:38]([CH:39]=[N:40][C:41]2[CH:46]=[CH:45][C:44]([F:47])=[CH:43][CH:42]=2)=[CH:37][CH:36]=1.C(N(C(C)C)C(C)C)C.C[Si](Cl)(C)C.C(O)(=O)C(C(C(O)=O)O)O.S([O-])(O)=O.[Na+]. (4) Given the product [Br:1][C:2]1[CH:24]=[CH:23][C:5]2[N:6]([CH:11]3[CH2:15][CH2:14][NH:13][CH2:12]3)[CH2:7][CH2:8][CH2:9][CH2:10][C:4]=2[CH:3]=1, predict the reactants needed to synthesize it. The reactants are: [Br:1][C:2]1[CH:24]=[CH:23][C:5]2[N:6]([CH:11]3[CH2:15][CH2:14][N:13](C(OC(C)(C)C)=O)[CH2:12]3)[CH2:7][CH2:8][CH2:9][CH2:10][C:4]=2[CH:3]=1.Cl. (5) Given the product [Cl:19][C:20]1[CH:21]=[CH:22][C:23]([CH2:24][N:25]2[C:33]3[C:28](=[CH:29][CH:30]=[CH:31][CH:32]=3)[C:27]([CH2:16][C:15]([C:14]3[CH:13]=[C:12]([CH3:18])[O:11][C:10]=3[CH3:9])=[O:17])([OH:35])[C:26]2=[O:36])=[CH:37][CH:38]=1, predict the reactants needed to synthesize it. The reactants are: C(C1OC=CC=1)(=O)C.[CH3:9][C:10]1[O:11][C:12]([CH3:18])=[CH:13][C:14]=1[C:15](=[O:17])[CH3:16].[Cl:19][C:20]1[CH:38]=[CH:37][C:23]([CH2:24][N:25]2[C:33]3[C:28](=[CH:29][C:30](F)=[CH:31][CH:32]=3)[C:27](=[O:35])[C:26]2=[O:36])=[CH:22][CH:21]=1.ClC1C=CC(CN2C3C(=CC=CC=3)C(=O)C2=O)=CC=1. (6) Given the product [Br-:1].[Cl:32][C:29]1[CH:30]=[CH:31][C:26]([C:23]([C:20]2[N:19]([C:35]3[CH:40]=[CH:39][C:38]([F:41])=[CH:37][CH:36]=3)[C:18]([S:17][CH2:16][C:12]3[C:13]([F:15])=[CH:14][C:9]([S:6]([N:5]([CH2:4][CH2:3][CH2:2][N+:51]45[CH2:56][CH2:55][N:54]([CH2:53][CH2:52]4)[CH2:49][CH2:50]5)[C@H:43]([CH3:48])[C:44]([O:46][CH3:47])=[O:45])(=[O:8])=[O:7])=[CH:10][C:11]=3[F:42])=[N:22][CH:21]=2)([CH3:25])[CH3:24])=[CH:27][C:28]=1[O:33][CH3:34], predict the reactants needed to synthesize it. The reactants are: [Br:1][CH2:2][CH2:3][CH2:4][N:5]([C@H:43]([CH3:48])[C:44]([O:46][CH3:47])=[O:45])[S:6]([C:9]1[CH:14]=[C:13]([F:15])[C:12]([CH2:16][S:17][C:18]2[N:19]([C:35]3[CH:40]=[CH:39][C:38]([F:41])=[CH:37][CH:36]=3)[C:20]([C:23]([C:26]3[CH:31]=[CH:30][C:29]([Cl:32])=[C:28]([O:33][CH3:34])[CH:27]=3)([CH3:25])[CH3:24])=[CH:21][N:22]=2)=[C:11]([F:42])[CH:10]=1)(=[O:8])=[O:7].[CH2:49]1[N:54]2[CH2:55][CH2:56][N:51]([CH2:52][CH2:53]2)[CH2:50]1.